From a dataset of CYP3A4 inhibition data for predicting drug metabolism from PubChem BioAssay. Regression/Classification. Given a drug SMILES string, predict its absorption, distribution, metabolism, or excretion properties. Task type varies by dataset: regression for continuous measurements (e.g., permeability, clearance, half-life) or binary classification for categorical outcomes (e.g., BBB penetration, CYP inhibition). Dataset: cyp3a4_veith. (1) The compound is NC(N)=NCCCC(=O)O. The result is 0 (non-inhibitor). (2) The drug is Cc1noc(C)c1-c1cncnc1NC1CC1. The result is 1 (inhibitor). (3) The molecule is O=C(c1cnccn1)N1CCC[C@@]2(CCN(c3ccncc3)C2)C1. The result is 1 (inhibitor). (4) The drug is NS(=O)(=O)c1ccc(NCc2cnc3ccccc3c2)cc1. The result is 0 (non-inhibitor).